Task: Predict which catalyst facilitates the given reaction.. Dataset: Catalyst prediction with 721,799 reactions and 888 catalyst types from USPTO (1) Reactant: [Cl:1][C:2]1[CH:11]=[N:10][C:9]2[C:8](=O)[N:7]=[CH:6][NH:5][C:4]=2[CH:3]=1.CCN(C(C)C)C(C)C.P(Cl)(Cl)([Cl:24])=O. Product: [Cl:24][C:8]1[C:9]2[N:10]=[CH:11][C:2]([Cl:1])=[CH:3][C:4]=2[N:5]=[CH:6][N:7]=1. The catalyst class is: 11. (2) The catalyst class is: 9. Product: [CH3:19][N:16]1[CH2:15][CH2:14][N:13]([C:11]([C:4]2[CH:5]=[CH:6][C:7]([N+:8]([O-:10])=[O:9])=[C:2]([CH:1]=[CH:25][N:23]3[CH2:22][CH2:30][CH2:29][CH2:24]3)[CH:3]=2)=[O:12])[CH2:18][CH2:17]1. Reactant: [CH3:1][C:2]1[CH:3]=[C:4]([C:11]([N:13]2[CH2:18][CH2:17][N:16]([CH3:19])[CH2:15][CH2:14]2)=[O:12])[CH:5]=[CH:6][C:7]=1[N+:8]([O-:10])=[O:9].CO[CH:22](OC)[N:23]([CH3:25])[CH3:24].N1CC[CH2:30][CH2:29]1.[OH-].[Na+].